Dataset: Reaction yield outcomes from USPTO patents with 853,638 reactions. Task: Predict the reaction yield, written as a fraction of the theoretical maximum amount of product (1.0 means a 100% yield; for example, 0.34 means a 34% yield). (1) The reactants are C([O:3][C:4]([C:6]([C:9]1([OH:20])[CH2:12][N:11]([C:13]([O:15][C:16]([CH3:19])([CH3:18])[CH3:17])=[O:14])[CH2:10]1)([CH3:8])[CH3:7])=O)C.CC(C[AlH]CC(C)C)C.[NH4+].[Cl-].C(OCC)(=O)C. The catalyst is C(Cl)Cl. The product is [OH:20][C:9]1([C:6]([CH3:8])([CH3:7])[CH2:4][OH:3])[CH2:12][N:11]([C:13]([O:15][C:16]([CH3:17])([CH3:18])[CH3:19])=[O:14])[CH2:10]1. The yield is 0.470. (2) The reactants are [CH:1]1[C:10]2[CH:9]=[CH:8][CH:7]=[C:6]([C:11]([OH:13])=O)[C:5]=2[CH:4]=[N:3][N:2]=1.[NH2:14][NH:15][C:16]([NH2:18])=[S:17]. The catalyst is CN(C=O)C. The product is [CH:1]1[C:10]2[CH:9]=[CH:8][CH:7]=[C:6]([C:11]([NH:14][NH:15][C:16]([NH2:18])=[S:17])=[O:13])[C:5]=2[CH:4]=[N:3][N:2]=1. The yield is 0.630.